From a dataset of Reaction yield outcomes from USPTO patents with 853,638 reactions. Predict the reaction yield, written as a fraction of the theoretical maximum amount of product (1.0 means a 100% yield; for example, 0.34 means a 34% yield). The reactants are [CH2:1]([O:8][P:9]([OH:19])([O:11][CH2:12][C:13]1[CH:18]=[CH:17][CH:16]=[CH:15][CH:14]=1)=[O:10])[C:2]1[CH:7]=[CH:6][CH:5]=[CH:4][CH:3]=1.C([N:27]([CH2:56][CH3:57])[C:28]([NH:30][C:31]1[NH:35][C:34]2[C:36]([C@H:51]3[CH2:55][CH2:54][CH2:53][O:52]3)=[C:37]([F:50])[C:38]([C:40]3[CH:41]=[N:42][C:43]([C:46](O)([CH3:48])[CH3:47])=[N:44][CH:45]=3)=[CH:39][C:33]=2[N:32]=1)=[O:29])(OC(C)(C)C)=O.O.C(O)(C(F)(F)F)=O.CO. The catalyst is C(Cl)Cl. The product is [P:9]([O:19][C:46]([C:43]1[N:42]=[CH:41][C:40]([C:38]2[C:37]([F:50])=[C:36]([C@H:51]3[CH2:55][CH2:54][CH2:53][O:52]3)[C:34]3[NH:35][C:31]([NH:30][C:28]([NH:27][CH2:56][CH3:57])=[O:29])=[N:32][C:33]=3[CH:39]=2)=[CH:45][N:44]=1)([CH3:47])[CH3:48])([O:11][CH2:12][C:13]1[CH:14]=[CH:15][CH:16]=[CH:17][CH:18]=1)([O:8][CH2:1][C:2]1[CH:7]=[CH:6][CH:5]=[CH:4][CH:3]=1)=[O:10]. The yield is 0.983.